From a dataset of Catalyst prediction with 721,799 reactions and 888 catalyst types from USPTO. Predict which catalyst facilitates the given reaction. (1) Reactant: C([N:8]1[C:12]2([CH2:16][CH2:15][N:14]([C@H](C)C3C=CC=CC=3)[CH2:13]2)[CH2:11][CH2:10][CH2:9]1)C1C=CC=CC=1. Product: [NH:8]1[C:12]2([CH2:16][CH2:15][NH:14][CH2:13]2)[CH2:11][CH2:10][CH2:9]1. The catalyst class is: 105. (2) Reactant: [N:1]([CH2:4][C@@H:5]1[CH2:10][N:9]([C:11]([O:13][C:14]([CH3:17])([CH3:16])[CH3:15])=[O:12])[C:8]2[CH:18]=[CH:19][CH:20]=[C:21](Br)[C:7]=2[O:6]1)=[N+:2]=[N-:3].[Cl:23][C:24]1[CH:29]=[CH:28][C:27]([Cl:30])=[CH:26][C:25]=1B(O)O.C(=O)([O-])[O-].[Na+].[Na+]. Product: [N:1]([CH2:4][C@@H:5]1[CH2:10][N:9]([C:11]([O:13][C:14]([CH3:17])([CH3:16])[CH3:15])=[O:12])[C:8]2[CH:18]=[CH:19][CH:20]=[C:21]([C:28]3[CH:29]=[C:24]([Cl:23])[CH:25]=[CH:26][C:27]=3[Cl:30])[C:7]=2[O:6]1)=[N+:2]=[N-:3]. The catalyst class is: 659. (3) Reactant: [Br:1][C:2]1[CH:7]=[C:6]([F:8])[C:5]([CH2:9]Br)=[CH:4][C:3]=1[Cl:11].C[N+]1([O-])CC[O:16]CC1. Product: [Br:1][C:2]1[C:3]([Cl:11])=[CH:4][C:5]([CH:9]=[O:16])=[C:6]([F:8])[CH:7]=1. The catalyst class is: 23. (4) Reactant: [NH2:1][C:2]1[N:7]=[CH:6][N:5]=[C:4]2[N:8]([CH2:12][C:13]3[O:14][C:15]4[C:20]([C:21](=[O:29])[C:22]=3[C:23]3[CH:28]=[CH:27][CH:26]=[CH:25][CH:24]=3)=[CH:19][CH:18]=[CH:17][CH:16]=4)[N:9]=[C:10](I)[C:3]=12.C([NH:33][C:34]1[CH:35]=[C:36](B(O)O)[CH:37]=[CH:38][CH:39]=1)(=O)C.C(=O)([O-])[O-].[Na+].[Na+].ClCCl. Product: [NH2:1][C:2]1[N:7]=[CH:6][N:5]=[C:4]2[N:8]([CH2:12][C:13]3[O:14][C:15]4[C:20]([C:21](=[O:29])[C:22]=3[C:23]3[CH:28]=[CH:27][CH:26]=[CH:25][CH:24]=3)=[CH:19][CH:18]=[CH:17][CH:16]=4)[N:9]=[C:10]([C:38]3[CH:37]=[CH:36][CH:35]=[C:34]([NH2:33])[CH:39]=3)[C:3]=12. The catalyst class is: 615. (5) Reactant: Br[C:2]1[C:7]([CH3:8])=[CH:6][CH:5]=[CH:4][N:3]=1.[C:9]1([CH3:18])[CH:14]=[CH:13][CH:12]=[CH:11][C:10]=1B(O)O.C(=O)([O-])[O-].[Na+].[Na+].O. Product: [CH3:8][C:7]1[C:2]([C:10]2[CH:11]=[CH:12][CH:13]=[CH:14][C:9]=2[CH3:18])=[N:3][CH:4]=[CH:5][CH:6]=1. The catalyst class is: 104. (6) Reactant: [CH3:1][O:2][C:3](=[O:22])[C@@H:4]([NH:13][C:14]([O:16][CH:17]1[CH2:21][CH2:20][CH2:19][CH2:18]1)=[O:15])[CH2:5][CH2:6][CH2:7][CH2:8][CH2:9][CH2:10][CH2:11][OH:12].C1C=C[NH+]=CC=1.[O-][Cr](Cl)(=O)=O. Product: [CH3:1][O:2][C:3](=[O:22])[C@@H:4]([NH:13][C:14]([O:16][CH:17]1[CH2:21][CH2:20][CH2:19][CH2:18]1)=[O:15])[CH2:5][CH2:6][CH2:7][CH2:8][CH2:9][CH2:10][CH:11]=[O:12]. The catalyst class is: 2.